From a dataset of Forward reaction prediction with 1.9M reactions from USPTO patents (1976-2016). Predict the product of the given reaction. (1) Given the reactants [CH3:1][O:2][C:3]([CH2:5][C:6]1[CH:15]=[C:14]([N+:16]([O-])=O)[CH:13]=[CH:12][C:7]=1[C:8]([O:10][CH3:11])=[O:9])=[O:4].[H][H], predict the reaction product. The product is: [CH3:1][O:2][C:3]([CH2:5][C:6]1[CH:15]=[C:14]([NH2:16])[CH:13]=[CH:12][C:7]=1[C:8]([O:10][CH3:11])=[O:9])=[O:4]. (2) Given the reactants [Li+].CCC[CH2-].[CH3:6][C:7]1[S:8][CH:9]=[CH:10][N:11]=1.[CH2:12]([Sn:16](Cl)([CH2:21][CH2:22][CH2:23][CH3:24])[CH2:17][CH2:18][CH2:19][CH3:20])[CH2:13][CH2:14][CH3:15], predict the reaction product. The product is: [CH3:6][C:7]1[S:8][C:9]([Sn:16]([CH2:17][CH2:18][CH2:19][CH3:20])([CH2:21][CH2:22][CH2:23][CH3:24])[CH2:12][CH2:13][CH2:14][CH3:15])=[CH:10][N:11]=1. (3) Given the reactants FC(F)(F)C(O)=O.[CH:8]1([CH2:11][CH2:12][O:13][C:14]2[NH:15][C:16]([NH2:25])=[C:17]3[C:21]([N:22]=2)=[N:20][C:19]([O:23][CH3:24])=[N:18]3)[CH2:10][CH2:9]1.Br[CH2:27][CH2:28][CH:29]1[CH2:34][CH2:33][CH2:32][CH2:31][O:30]1, predict the reaction product. The product is: [CH:8]1([CH2:11][CH2:12][O:13][C:14]2[N:22]=[C:21]3[C:17]([N:18]=[C:19]([O:23][CH3:24])[N:20]3[CH2:27][CH2:28][CH:29]3[CH2:34][CH2:33][CH2:32][CH2:31][O:30]3)=[C:16]([NH2:25])[N:15]=2)[CH2:10][CH2:9]1. (4) The product is: [Cl:1][C:2]1[CH:3]=[N+:4]([O-:44])[CH:5]=[C:6]([Cl:43])[C:7]=1[CH2:8][C@@H:9]([C:28]1[CH:33]=[CH:32][C:31]([O:34][CH:35]([F:36])[F:37])=[C:30]([O:38][CH2:39][CH:40]2[CH2:42][CH2:41]2)[CH:29]=1)[O:10][C:11](=[O:27])[CH2:12][N:13]([CH2:46][CH2:47][N:48]1[CH2:53][CH2:52][O:51][CH2:50][CH2:49]1)[S:14]([C:17]1[CH:22]=[CH:21][C:20]([O:23][CH3:24])=[C:19]([O:25][CH3:26])[CH:18]=1)(=[O:15])=[O:16]. Given the reactants [Cl:1][C:2]1[CH:3]=[N+:4]([O-:44])[CH:5]=[C:6]([Cl:43])[C:7]=1[CH2:8][C@@H:9]([C:28]1[CH:33]=[CH:32][C:31]([O:34][CH:35]([F:37])[F:36])=[C:30]([O:38][CH2:39][CH:40]2[CH2:42][CH2:41]2)[CH:29]=1)[O:10][C:11](=[O:27])[CH2:12][NH:13][S:14]([C:17]1[CH:22]=[CH:21][C:20]([O:23][CH3:24])=[C:19]([O:25][CH3:26])[CH:18]=1)(=[O:16])=[O:15].Cl[CH2:46][CH2:47][N:48]1[CH2:53][CH2:52][O:51][CH2:50][CH2:49]1.C([O-])([O-])=O.[K+].[K+], predict the reaction product. (5) Given the reactants [F:1][C:2]([F:36])([C:32]([F:35])([F:34])[F:33])[CH2:3][O:4][C:5]1[CH:10]=[CH:9][C:8]([NH:11][C:12](=[O:31])[CH2:13][N:14]([CH3:30])[CH2:15][CH2:16][N:17]([CH2:19][C:20]2[CH:29]=[CH:28][C:23]([C:24]([O:26]C)=[O:25])=[CH:22][CH:21]=2)[CH3:18])=[CH:7][CH:6]=1.[OH-].[Na+].FC(F)(F)C(O)=O.[OH-].[NH4+], predict the reaction product. The product is: [F:1][C:2]([F:36])([C:32]([F:33])([F:35])[F:34])[CH2:3][O:4][C:5]1[CH:10]=[CH:9][C:8]([NH:11][C:12](=[O:31])[CH2:13][N:14]([CH3:30])[CH2:15][CH2:16][N:17]([CH2:19][C:20]2[CH:21]=[CH:22][C:23]([C:24]([OH:26])=[O:25])=[CH:28][CH:29]=2)[CH3:18])=[CH:7][CH:6]=1. (6) Given the reactants [C:1]([C:4]1[CH:9]=[CH:8][C:7](B(O)O)=[CH:6][CH:5]=1)([OH:3])=[O:2].Br[C:14]1[CH:21]=[CH:20][C:17]([C:18]#[N:19])=[CH:16][CH:15]=1.C(=O)([O-])[O-].[Na+].[Na+].CO, predict the reaction product. The product is: [C:18]([C:17]1[CH:20]=[CH:21][C:14]([C:7]2[CH:8]=[CH:9][C:4]([C:1]([OH:3])=[O:2])=[CH:5][CH:6]=2)=[CH:15][CH:16]=1)#[N:19]. (7) The product is: [OH:1][C:2]1[CH:10]=[CH:9][C:5]([C:6]([O:8][CH3:19])=[O:7])=[CH:4][C:3]=1[C:11]([F:12])([F:13])[F:14]. Given the reactants [OH:1][C:2]1[CH:10]=[CH:9][C:5]([C:6]([OH:8])=[O:7])=[CH:4][C:3]=1[C:11]([F:14])([F:13])[F:12].S(Cl)(Cl)=O.[CH3:19]O, predict the reaction product. (8) The product is: [Cl:26][C:27]1[C:36]2[C:31](=[CH:32][C:33]([S:39]([N:8]([CH2:7][C:6]3[CH:5]=[CH:4][C:3]([O:2][CH3:1])=[CH:15][CH:14]=3)[C:9]3[S:10][CH:11]=[CH:12][N:13]=3)(=[O:40])=[O:41])=[C:34]([O:37][CH3:38])[CH:35]=2)[N:30]=[CH:29][CH:28]=1. Given the reactants [CH3:1][O:2][C:3]1[CH:15]=[CH:14][C:6]([CH2:7][NH:8][C:9]2[S:10][CH:11]=[CH:12][N:13]=2)=[CH:5][CH:4]=1.C[Si]([N-][Si](C)(C)C)(C)C.[Li+].[Cl:26][C:27]1[C:36]2[C:31](=[CH:32][C:33]([S:39](Cl)(=[O:41])=[O:40])=[C:34]([O:37][CH3:38])[CH:35]=2)[N:30]=[CH:29][CH:28]=1.[NH4+].[Cl-], predict the reaction product. (9) The product is: [F:29][C:3]([F:2])([F:28])[C:4]1[CH:5]=[C:6]([CH:21]=[C:22]([C:24]([F:27])([F:25])[F:26])[CH:23]=1)[CH2:7][O:8][C@H:9]1[CH2:14][CH2:13][N:12]([C:33]([NH:32][CH2:30][CH3:31])=[O:34])[CH2:11][C@H:10]1[C:15]1[CH:16]=[CH:17][CH:18]=[CH:19][CH:20]=1. Given the reactants Cl.[F:2][C:3]([F:29])([F:28])[C:4]1[CH:5]=[C:6]([CH:21]=[C:22]([C:24]([F:27])([F:26])[F:25])[CH:23]=1)[CH2:7][O:8][C@H:9]1[CH2:14][CH2:13][NH:12][CH2:11][C@H:10]1[C:15]1[CH:20]=[CH:19][CH:18]=[CH:17][CH:16]=1.[CH2:30]([N:32]=[C:33]=[O:34])[CH3:31], predict the reaction product. (10) The product is: [F:15][C:14]1[C:13]2[C:12]3[C:7](=[CH:8][CH:9]=[C:10]([C:16]([N:18]4[CH2:23][CH2:22][O:21][CH2:20][CH2:19]4)=[O:17])[CH:11]=3)[NH:6][C:5]=2[C:4]([C:24]([NH2:26])=[O:25])=[CH:3][C:2]=1[C:32]1[CH:33]=[CH:34][C:29]([O:28][CH3:27])=[CH:30][CH:31]=1. Given the reactants Br[C:2]1[CH:3]=[C:4]([C:24]([NH2:26])=[O:25])[C:5]2[NH:6][C:7]3[C:12]([C:13]=2[C:14]=1[F:15])=[CH:11][C:10]([C:16]([N:18]1[CH2:23][CH2:22][O:21][CH2:20][CH2:19]1)=[O:17])=[CH:9][CH:8]=3.[CH3:27][O:28][C:29]1[CH:34]=[CH:33][C:32](B(O)O)=[CH:31][CH:30]=1.C([O-])([O-])=O.[Na+].[Na+].C1(C)C=CC=CC=1, predict the reaction product.